From a dataset of Forward reaction prediction with 1.9M reactions from USPTO patents (1976-2016). Predict the product of the given reaction. (1) Given the reactants [F:1][C:2]1([F:26])[CH2:4][CH:3]1[CH2:5][N:6]1[C:14]2[C:9](=[N:10][C:11]([CH:15]3[CH2:22][CH:18]4[CH2:19][NH:20][CH2:21][CH:17]4[CH2:16]3)=[CH:12][CH:13]=2)[N:8]([CH3:23])[S:7]1(=[O:25])=[O:24].[OH:27][C@H:28]([CH3:32])[C:29](O)=[O:30].CCN(C(C)C)C(C)C.CN(C(ON1N=NC2C=CC=NC1=2)=[N+](C)C)C.F[P-](F)(F)(F)(F)F, predict the reaction product. The product is: [F:26][C:2]1([F:1])[CH2:4][CH:3]1[CH2:5][N:6]1[C:14]2[C:9](=[N:10][C:11]([CH:15]3[CH2:22][CH:18]4[CH2:19][N:20]([C:29](=[O:30])[C@H:28]([OH:27])[CH3:32])[CH2:21][CH:17]4[CH2:16]3)=[CH:12][CH:13]=2)[N:8]([CH3:23])[S:7]1(=[O:25])=[O:24]. (2) Given the reactants ClC1N=NC(NS(CC2C=C(C#N)C=CC=2Cl)(=O)=O)=C(O)C=1.[Cl:23][C:24]1[CH:29]=[CH:28][C:27]([C:30]#[N:31])=[CH:26][C:25]=1[CH2:32][S:33]([NH:36][C:37]1[C:42]([O:43]C)=[CH:41][N:40]=[C:39]([Cl:45])[N:38]=1)(=[O:35])=[O:34].ClC1N=NC(NS(CC2C=C(C#N)C=CC=2Cl)(=O)=O)=C(OC)C=1, predict the reaction product. The product is: [Cl:23][C:24]1[CH:29]=[CH:28][C:27]([C:30]#[N:31])=[CH:26][C:25]=1[CH2:32][S:33]([NH:36][C:37]1[C:42]([OH:43])=[CH:41][N:40]=[C:39]([Cl:45])[N:38]=1)(=[O:34])=[O:35]. (3) Given the reactants CC(O[C:6]([N:8]1[CH2:12][C@@H:11]([CH:13]2[CH2:18][CH2:17][N:16]([S:19]([CH3:22])(=[O:21])=[O:20])[CH2:15][CH2:14]2)[CH2:10][C@H:9]1[C:23]([OH:25])=[O:24])=[O:7])(C)C.[NH2:26][C:27]1[CH:38]=[CH:37][C:30]([C:31]([O:33][CH2:34][CH:35]=[CH2:36])=[O:32])=[CH:29][CH:28]=1.[Cl:39][C:40]1[CH:41]=[CH:42][C:43]([N:51]2[CH:55]=[N:54][N:53]=[N:52]2)=[C:44](/[CH:46]=[CH:47]/[C:48]([OH:50])=O)[CH:45]=1.CN1C(=O)CC(=O)N(C)C1=O, predict the reaction product. The product is: [Cl:39][C:40]1[CH:41]=[CH:42][C:43]([N:51]2[CH:55]=[N:54][N:53]=[N:52]2)=[C:44](/[CH:46]=[CH:47]/[C:6]([N:8]2[CH2:12][C@@H:11]([CH:13]3[CH2:14][CH2:15][N:16]([S:19]([CH3:22])(=[O:20])=[O:21])[CH2:17][CH2:18]3)[CH2:10][C@H:9]2[C:23]([NH:26][C:27]2[CH:28]=[CH:29][C:30]([C:31]([O:33][CH2:34][CH:35]=[CH2:36])=[O:32])=[CH:37][CH:38]=2)=[O:25])=[O:7])[CH:45]=1.[Cl:39][C:40]1[CH:41]=[CH:42][C:43]([N:51]2[CH:55]=[N:54][N:53]=[N:52]2)=[C:44](/[CH:46]=[CH:47]/[C:48]([N:8]2[CH2:12][C@@H:11]([CH:13]3[CH2:18][CH2:17][N:16]([S:19]([CH3:22])(=[O:21])=[O:20])[CH2:15][CH2:14]3)[CH2:10][C@H:9]2[C:23]([NH:26][C:27]2[CH:28]=[CH:29][C:30]([C:31]([OH:33])=[O:32])=[CH:37][CH:38]=2)=[O:24])=[O:50])[CH:45]=1. (4) Given the reactants [H-].[Na+].[SH:3][CH2:4][C:5]([O:7][CH2:8][CH3:9])=[O:6].[Br:10][C:11]1[CH:18]=[CH:17][C:14]([CH:15]=O)=[C:13](F)[CH:12]=1, predict the reaction product. The product is: [CH2:8]([O:7][C:5]([C:4]1[S:3][C:13]2[CH:12]=[C:11]([Br:10])[CH:18]=[CH:17][C:14]=2[CH:15]=1)=[O:6])[CH3:9]. (5) The product is: [N:12]1([C:2]2[CH:9]=[CH:8][C:5]([CH:6]=[O:7])=[CH:4][CH:3]=2)[CH2:4][CH2:3][CH2:2][CH2:9][CH2:11][CH2:10]1. Given the reactants F[C:2]1[CH:9]=[CH:8][C:5]([CH:6]=[O:7])=[CH:4][CH:3]=1.[C:10](#[N:12])[CH3:11], predict the reaction product. (6) Given the reactants [NH:1]([C:8]([NH:10][CH2:11][CH2:12][N:13]1[C:21]2[CH:20]=[CH:19][CH:18]=[CH:17][C:16]=2[C:15]2[CH2:22][CH2:23][N:24](C(OC(C)(C)C)=O)[CH2:25][CH2:26][C:14]1=2)=[O:9])[C:2]1[CH:7]=[CH:6][CH:5]=[CH:4][CH:3]=1.C(C(O)=O)(F)(F)F.C(Cl)[Cl:42], predict the reaction product. The product is: [ClH:42].[C:2]1([NH:1][C:8]([NH:10][CH2:11][CH2:12][N:13]2[C:21]3[CH:20]=[CH:19][CH:18]=[CH:17][C:16]=3[C:15]3[CH2:22][CH2:23][NH:24][CH2:25][CH2:26][C:14]2=3)=[O:9])[CH:7]=[CH:6][CH:5]=[CH:4][CH:3]=1. (7) Given the reactants [Br:1][C:2]1[CH:9]=[CH:8][C:5]([CH2:6][NH2:7])=[CH:4][CH:3]=1.CO[CH:12](OC)[C:13](=O)[CH3:14].[O-]S([O-])(=O)=O.[Mg+2].[BH3-]C#N.[Na+].ClS(O)(=O)=O.[OH-].[Na+], predict the reaction product. The product is: [Br:1][C:2]1[CH:9]=[C:8]2[C:5](=[CH:4][CH:3]=1)[CH:6]=[N:7][C:13]([CH3:14])=[CH:12]2. (8) Given the reactants N1C2C(=CC(N[C:12]([NH:14]C3C=CC(OC4C=CN=C(C5SC(=S)NN=5)C=4)=CC=3)=[O:13])=CC=2)C=CC=1.[Cl:34][C:35]1[CH:40]=[CH:39][C:38]([NH:41][C:42]([NH:44][C:45]2[CH:60]=[CH:59][C:48]([O:49][C:50]3[CH:55]=[CH:54][N:53]=[C:52]([C:56](=S)[NH2:57])[CH:51]=3)=[CH:47][CH:46]=2)=[O:43])=[CH:37][C:36]=1[C:61]([F:64])([F:63])[F:62].N1C2C(=CC(NC(NC3C=CC(OC4C=CN=C(C(=S)N)C=4)=CC=3)=[O:77])=CC=2)C=CC=1.C(=S)=S, predict the reaction product. The product is: [Cl:34][C:35]1[CH:40]=[CH:39][C:38]([NH:41][C:42]([NH:44][C:45]2[CH:60]=[CH:59][C:48]([O:49][C:50]3[CH:55]=[CH:54][N:53]=[C:52]([C:56]4[O:13][C:12](=[O:77])[NH:14][N:57]=4)[CH:51]=3)=[CH:47][CH:46]=2)=[O:43])=[CH:37][C:36]=1[C:61]([F:64])([F:63])[F:62]. (9) Given the reactants [N+:1]([C:4]1[CH:5]=[C:6]2[C:10](=[CH:11][CH:12]=1)[NH:9][C:8](=[O:13])[C:7]2=[C:14]([C:16]1[N:17]=[CH:18][NH:19][CH:20]=1)[CH3:15])([O-])=O.[Sn](Cl)(Cl)(Cl)Cl.C(=O)(O)[O-].[Na+], predict the reaction product. The product is: [NH2:1][C:4]1[CH:5]=[C:6]2[C:10](=[CH:11][CH:12]=1)[NH:9][C:8](=[O:13])[C:7]2=[C:14]([C:16]1[N:17]=[CH:18][NH:19][CH:20]=1)[CH3:15].